Predict which catalyst facilitates the given reaction. From a dataset of Catalyst prediction with 721,799 reactions and 888 catalyst types from USPTO. Reactant: [Br:1][C:2]1[CH:6]=[N:5][N:4]([CH3:7])[C:3]=1[C:8]1[CH:9]=[C:10]([NH2:16])[CH:11]=[CH:12][C:13]=1[O:14][CH3:15].[Cl:17][C:18]1[CH:23]=[C:22]([Cl:24])[CH:21]=[CH:20][C:19]=1[N:25]=[C:26]=[O:27]. The catalyst class is: 2. Product: [Br:1][C:2]1[CH:6]=[N:5][N:4]([CH3:7])[C:3]=1[C:8]1[CH:9]=[C:10]([NH:16][C:26]([NH:25][C:19]2[CH:20]=[CH:21][C:22]([Cl:24])=[CH:23][C:18]=2[Cl:17])=[O:27])[CH:11]=[CH:12][C:13]=1[O:14][CH3:15].